Dataset: Catalyst prediction with 721,799 reactions and 888 catalyst types from USPTO. Task: Predict which catalyst facilitates the given reaction. (1) Reactant: [Cl:1][C:2]1[CH:9]=[CH:8][C:5]([C:6]#[N:7])=[C:4]([O:10][C:11]2[CH:16]=[CH:15][CH:14]=[C:13]([CH2:17]N(C)C)[C:12]=2[S:21][CH2:22][CH3:23])[CH:3]=1.[Cl:24]C(OCC)=O.O.C(OCC)C. Product: [Cl:1][C:2]1[CH:9]=[CH:8][C:5]([C:6]#[N:7])=[C:4]([O:10][C:11]2[CH:16]=[CH:15][CH:14]=[C:13]([CH2:17][Cl:24])[C:12]=2[S:21][CH2:22][CH3:23])[CH:3]=1. The catalyst class is: 133. (2) Reactant: B1(B2OC(C)(C)C(C)(C)O2)OC(C)(C)C(C)(C)O1.O(C)[Li].I[C:23]1[CH:28]=[CH:27][C:26]2[O:29][CH2:30][O:31][C:25]=2[CH:24]=1. Product: [CH2:30]1[O:31][C:25]2[CH:24]=[CH:23][CH:28]=[CH:27][C:26]=2[O:29]1. The catalyst class is: 5. (3) Reactant: [CH3:1][N:2]1[CH2:7][CH2:6][CH:5]([N:8]2[CH:12]=[C:11]([N+:13]([O-])=O)[CH:10]=[N:9]2)[CH2:4][CH2:3]1. Product: [CH3:1][N:2]1[CH2:3][CH2:4][CH:5]([N:8]2[CH:12]=[C:11]([NH2:13])[CH:10]=[N:9]2)[CH2:6][CH2:7]1. The catalyst class is: 63.